Dataset: NCI-60 drug combinations with 297,098 pairs across 59 cell lines. Task: Regression. Given two drug SMILES strings and cell line genomic features, predict the synergy score measuring deviation from expected non-interaction effect. (1) Drug 1: CN1C(=O)N2C=NC(=C2N=N1)C(=O)N. Drug 2: N.N.Cl[Pt+2]Cl. Cell line: IGROV1. Synergy scores: CSS=66.9, Synergy_ZIP=-2.22, Synergy_Bliss=-2.36, Synergy_Loewe=-8.81, Synergy_HSA=1.96. (2) Drug 1: COC1=CC(=CC(=C1O)OC)C2C3C(COC3=O)C(C4=CC5=C(C=C24)OCO5)OC6C(C(C7C(O6)COC(O7)C8=CC=CS8)O)O. Drug 2: CC12CCC3C(C1CCC2OP(=O)(O)O)CCC4=C3C=CC(=C4)OC(=O)N(CCCl)CCCl.[Na+]. Cell line: OVCAR-4. Synergy scores: CSS=0.708, Synergy_ZIP=-2.38, Synergy_Bliss=-3.54, Synergy_Loewe=-3.77, Synergy_HSA=-3.27. (3) Drug 1: CN1CCC(CC1)COC2=C(C=C3C(=C2)N=CN=C3NC4=C(C=C(C=C4)Br)F)OC. Drug 2: C1=CC(=CC=C1CCCC(=O)O)N(CCCl)CCCl. Cell line: OVCAR-8. Synergy scores: CSS=19.3, Synergy_ZIP=3.13, Synergy_Bliss=4.33, Synergy_Loewe=4.31, Synergy_HSA=5.60. (4) Drug 1: C1=CC=C(C(=C1)C(C2=CC=C(C=C2)Cl)C(Cl)Cl)Cl. Drug 2: C1=CN(C=N1)CC(O)(P(=O)(O)O)P(=O)(O)O. Cell line: SK-MEL-5. Synergy scores: CSS=-7.34, Synergy_ZIP=1.90, Synergy_Bliss=-0.715, Synergy_Loewe=-6.33, Synergy_HSA=-5.95.